Dataset: Reaction yield outcomes from USPTO patents with 853,638 reactions. Task: Predict the reaction yield, written as a fraction of the theoretical maximum amount of product (1.0 means a 100% yield; for example, 0.34 means a 34% yield). The reactants are C/C(/CC/C=C(\C)/CO)=C\C=C\C(\C)=C\C=C\C(\C)=C\C=C\C=C(/C)\C=C\C=C(/C)\C=C\C=C(/C)\CC/C=C(\C)/C[OH:29].C1N=C[N:45]([C:48]([N:50]2C=NC=C2)=[O:49])C=1.C(N(CC)CC)C.Cl.[CH3:63][O:64][C:65](=[O:68])[CH2:66][NH2:67]. The catalyst is C1COCC1.CCOC(C)=O.Cl. The product is [C:48](=[O:29])([OH:49])[NH2:50].[C:65](=[O:68])([OH:64])[NH2:45].[CH3:63][O:64][C:65](=[O:68])[CH2:66][NH2:67]. The yield is 0.367.